Task: Predict the reactants needed to synthesize the given product.. Dataset: Full USPTO retrosynthesis dataset with 1.9M reactions from patents (1976-2016) (1) Given the product [CH3:1][O:2][C:3](=[O:23])[CH2:4][C:5]1[CH:14]=[C:13]([O:15][CH:16]2[CH2:17][CH2:18][N:19]([S:25]([CH3:24])(=[O:27])=[O:26])[CH2:20][CH2:21]2)[C:12]2[C:7](=[CH:8][CH:9]=[C:10]([F:22])[CH:11]=2)[CH:6]=1, predict the reactants needed to synthesize it. The reactants are: [CH3:1][O:2][C:3](=[O:23])[CH2:4][C:5]1[CH:14]=[C:13]([O:15][CH:16]2[CH2:21][CH2:20][NH:19][CH2:18][CH2:17]2)[C:12]2[C:7](=[CH:8][CH:9]=[C:10]([F:22])[CH:11]=2)[CH:6]=1.[CH3:24][S:25](Cl)(=[O:27])=[O:26].C(N(CC)CC)C. (2) Given the product [N:11]1[CH:16]=[CH:15][CH:14]=[C:13]([CH2:17][CH2:18][CH2:19][O:20][CH2:21][CH2:22][N:23]2[C:24]3[C:33]4[C:28](=[CH:29][CH:30]=[CH:31][CH:32]=4)[N:27]4[N:34]=[N:35][N:36]=[C:26]4[C:25]=3[N:37]=[CH:1]2)[CH:12]=1, predict the reactants needed to synthesize it. The reactants are: [CH:1](OCC)(OCC)OCC.[N:11]1[CH:16]=[CH:15][CH:14]=[C:13]([CH2:17][CH2:18][CH2:19][O:20][CH2:21][CH2:22][NH:23][C:24]2[C:33]3[C:28](=[CH:29][CH:30]=[CH:31][CH:32]=3)[N:27]3[N:34]=[N:35][N:36]=[C:26]3[C:25]=2[NH2:37])[CH:12]=1. (3) Given the product [CH3:1][O:2][C:3]1[CH:38]=[CH:37][C:6]([CH2:7][O:8][CH2:9][CH2:10][CH2:11][C@@:12]2([C:31]3[CH:32]=[CH:33][CH:34]=[CH:35][CH:36]=3)[O:17][C:16](=[O:18])[N:15]([C@H:19]([C:21]3[CH:22]=[CH:23][C:24]([CH2:27][C:28]([O:30][CH3:39])=[O:29])=[CH:25][CH:26]=3)[CH3:20])[CH2:14][CH2:13]2)=[CH:5][CH:4]=1, predict the reactants needed to synthesize it. The reactants are: [CH3:1][O:2][C:3]1[CH:38]=[CH:37][C:6]([CH2:7][O:8][CH2:9][CH2:10][CH2:11][C@@:12]2([C:31]3[CH:36]=[CH:35][CH:34]=[CH:33][CH:32]=3)[O:17][C:16](=[O:18])[N:15]([C@H:19]([C:21]3[CH:26]=[CH:25][C:24]([CH2:27][C:28]([OH:30])=[O:29])=[CH:23][CH:22]=3)[CH3:20])[CH2:14][CH2:13]2)=[CH:5][CH:4]=1.[C:39]([O-])([O-])=O.[K+].[K+].CI. (4) Given the product [CH3:30][O:29][C:19]1[CH:18]=[C:17]([C:14]2[N:10]3[CH2:11][CH2:12][CH2:13][CH:8]([C:3]4[CH:4]=[CH:5][CH:6]=[CH:7][C:2]=4[C:32]([CH3:36])=[CH2:31])[C:9]3=[N:16][N:15]=2)[CH:22]=[CH:21][C:20]=1[C:23]1[O:27][C:26]([CH3:28])=[N:25][CH:24]=1, predict the reactants needed to synthesize it. The reactants are: Br[C:2]1[CH:7]=[CH:6][CH:5]=[CH:4][C:3]=1[CH:8]1[CH2:13][CH2:12][CH2:11][N:10]2[C:14]([C:17]3[CH:22]=[CH:21][C:20]([C:23]4[O:27][C:26]([CH3:28])=[N:25][CH:24]=4)=[C:19]([O:29][CH3:30])[CH:18]=3)=[N:15][N:16]=[C:9]12.[CH3:31][C:32]1(C)[C:36](C)(C)OB(C(C)=C)O1.C(=O)([O-])[O-].[K+].[K+].O. (5) Given the product [CH3:12][O:1][C:2]1[CH:3]=[CH:4][C:5]([CH2:8][CH2:9][CH2:10][OH:11])=[CH:6][CH:7]=1, predict the reactants needed to synthesize it. The reactants are: [OH:1][C:2]1[CH:7]=[CH:6][C:5]([CH2:8][CH2:9][CH2:10][OH:11])=[CH:4][CH:3]=1.[C:12](=O)([O-])[O-].[K+].[K+].CI.